From a dataset of Reaction yield outcomes from USPTO patents with 853,638 reactions. Predict the reaction yield, written as a fraction of the theoretical maximum amount of product (1.0 means a 100% yield; for example, 0.34 means a 34% yield). (1) The reactants are [C:1]([C:5]1[CH:10]=[CH:9][C:8]([NH2:11])=[CH:7][C:6]=1[N+:12]([O-:14])=[O:13])([CH3:4])([CH3:3])[CH3:2].[CH3:15][C:16]([O:19][C:20](O[C:20]([O:19][C:16]([CH3:18])([CH3:17])[CH3:15])=[O:21])=[O:21])([CH3:18])[CH3:17]. The catalyst is [OH-].[Na+].C1COCC1. The product is [C:16]([O:19][C:20](=[O:21])[NH:11][C:8]1[CH:9]=[CH:10][C:5]([C:1]([CH3:4])([CH3:2])[CH3:3])=[C:6]([N+:12]([O-:14])=[O:13])[CH:7]=1)([CH3:18])([CH3:17])[CH3:15]. The yield is 0.740. (2) The reactants are [CH3:1][C:2]1([CH3:42])[CH2:13][C:12]2[CH:11]=[C:10]3[N:5]([CH2:6][CH2:7][N:8]([C:15]4[C:20]([CH:21]=[O:22])=[C:19]([C:23]5[CH:28]=[C:27]([NH:29][C:30]6[CH:39]=[C:33]7[CH2:34][N:35]([CH3:38])[CH2:36][CH2:37][N:32]7[N:31]=6)[C:26](=[O:40])[N:25]([CH3:41])[CH:24]=5)[CH:18]=[CH:17][N:16]=4)[C:9]3=[O:14])[C:4]=2[CH2:3]1.[BH4-].[Na+]. The catalyst is CO. The product is [OH:22][CH2:21][C:20]1[C:15]([N:8]2[CH2:7][CH2:6][N:5]3[C:4]4[CH2:3][C:2]([CH3:1])([CH3:42])[CH2:13][C:12]=4[CH:11]=[C:10]3[C:9]2=[O:14])=[N:16][CH:17]=[CH:18][C:19]=1[C:23]1[CH:28]=[C:27]([NH:29][C:30]2[CH:39]=[C:33]3[CH2:34][N:35]([CH3:38])[CH2:36][CH2:37][N:32]3[N:31]=2)[C:26](=[O:40])[N:25]([CH3:41])[CH:24]=1. The yield is 0.232. (3) The reactants are C([Li])CCC.C(NC(C)C)(C)C.[CH3:13][O:14][C:15](=[O:25])[CH2:16][C:17]1[CH:22]=[CH:21][C:20]([Cl:23])=[C:19]([Cl:24])[CH:18]=1.Br[CH2:27][C:28]([O:30][C:31]([CH3:34])([CH3:33])[CH3:32])=[O:29]. The catalyst is O1CCCC1. The product is [CH3:13][O:14][C:15](=[O:25])[CH:16]([C:17]1[CH:22]=[CH:21][C:20]([Cl:23])=[C:19]([Cl:24])[CH:18]=1)[CH2:27][C:28]([O:30][C:31]([CH3:34])([CH3:33])[CH3:32])=[O:29]. The yield is 0.920.